From a dataset of Catalyst prediction with 721,799 reactions and 888 catalyst types from USPTO. Predict which catalyst facilitates the given reaction. (1) The catalyst class is: 10. Product: [ClH:16].[CH3:9][N:10]([CH2:12][CH:3]1[C:4](=[O:7])[CH2:5][CH2:6][S:1][CH2:2]1)[CH3:11]. Reactant: [S:1]1[CH2:6][CH2:5][C:4](=[O:7])[CH2:3][CH2:2]1.[Cl-].[CH3:9][N+:10](=[CH2:12])[CH3:11].C([Cl:16])(=O)C. (2) Reactant: CC(C)([O-])C.[K+].F[C:8]1[CH:9]=[C:10]([CH:14]=[CH:15][C:16]=1[C:17]([F:20])([F:19])[F:18])[C:11]([OH:13])=[O:12].[CH2:21]([OH:28])[C:22]1[CH:27]=[CH:26][CH:25]=[CH:24][CH:23]=1.Cl. The catalyst class is: 16. Product: [CH2:21]([O:28][C:8]1[CH:9]=[C:10]([CH:14]=[CH:15][C:16]=1[C:17]([F:20])([F:19])[F:18])[C:11]([OH:13])=[O:12])[C:22]1[CH:27]=[CH:26][CH:25]=[CH:24][CH:23]=1. (3) Product: [C:52]([O-:55])(=[O:54])[CH3:53].[C:24]([C:21]1[CH:22]=[CH:23][C:18]([I+:17][C:14]2[CH:15]=[CH:16][C:11]([C:6]([CH2:9][CH3:10])([CH3:8])[CH3:7])=[CH:12][CH:13]=2)=[CH:19][CH:20]=1)([CH2:27][CH3:28])([CH3:26])[CH3:25]. Reactant: S([O-])([O-])(=O)=O.[C:6]([C:11]1[CH:16]=[CH:15][C:14]([I+:17][C:18]2[CH:23]=[CH:22][C:21]([C:24]([CH2:27][CH3:28])([CH3:26])[CH3:25])=[CH:20][CH:19]=2)=[CH:13][CH:12]=1)([CH2:9][CH3:10])([CH3:8])[CH3:7].[C:24]([C:21]1[CH:22]=[CH:23][C:18]([I+:17][C:14]2[CH:15]=[CH:16][C:11]([C:6]([CH2:9][CH3:10])([CH3:8])[CH3:7])=[CH:12][CH:13]=2)=[CH:19][CH:20]=1)([CH2:27][CH3:28])([CH3:26])[CH3:25].[C:52]([O-:55])(=[O:54])[CH3:53].[NH4+]. The catalyst class is: 6. (4) The catalyst class is: 6. Product: [CH3:19][C@@H:20]1[CH2:25][N:24]([CH2:11][C:10]2[CH:13]=[CH:14][C:7]([N:1]3[CH2:6][CH2:5][O:4][CH2:3][CH2:2]3)=[CH:8][C:9]=2[C:15]([F:18])([F:17])[F:16])[CH2:23][CH2:22][N:21]1[C:26]([O:28][C:29]([CH3:30])([CH3:32])[CH3:31])=[O:27]. Reactant: [N:1]1([C:7]2[CH:14]=[CH:13][C:10]([CH:11]=O)=[C:9]([C:15]([F:18])([F:17])[F:16])[CH:8]=2)[CH2:6][CH2:5][O:4][CH2:3][CH2:2]1.[CH3:19][C@@H:20]1[CH2:25][NH:24][CH2:23][CH2:22][N:21]1[C:26]([O:28][C:29]([CH3:32])([CH3:31])[CH3:30])=[O:27].ClCCCl.C(O[BH-](OC(=O)C)OC(=O)C)(=O)C.[Na+]. (5) Reactant: [NH2:1][C:2]1[C:3]2[C:10]([C:11]3[CH:16]=[CH:15][C:14]([NH:17][C:18](=[O:26])[O:19][C:20]4[CH:25]=[CH:24][CH:23]=[CH:22][CH:21]=4)=[C:13]([O:27][CH3:28])[CH:12]=3)=[CH:9][N:8]([CH:29]3[CH2:34][CH2:33][O:32][CH2:31][CH2:30]3)[C:4]=2[N:5]=[CH:6][N:7]=1.[N:35]1C=CC(CO)=CC=1. Product: [NH2:1][C:2]1[C:3]2[C:10]([C:11]3[CH:16]=[CH:15][C:14]([NH:17][C:18](=[O:26])[O:19][CH2:20][C:25]4[CH:24]=[CH:23][CH:22]=[CH:21][N:35]=4)=[C:13]([O:27][CH3:28])[CH:12]=3)=[CH:9][N:8]([CH:29]3[CH2:30][CH2:31][O:32][CH2:33][CH2:34]3)[C:4]=2[N:5]=[CH:6][N:7]=1. The catalyst class is: 17. (6) Reactant: [Cl:1][C:2]1[CH:7]=[CH:6][C:5]([S:8]([CH:11]([C:22]2[CH:27]=[C:26]([F:28])[CH:25]=[CH:24][C:23]=2[F:29])[C:12]2[C:13]([CH3:21])=[CH:14][C:15]([C:18](O)=[O:19])=[N:16][CH:17]=2)(=[O:10])=[O:9])=[CH:4][CH:3]=1.Cl.[CH3:31][NH:32][CH3:33].ON1C2C=CC=CC=2N=N1.CN1CCOCC1.Cl.C(N=C=NCCCN(C)C)C. Product: [Cl:1][C:2]1[CH:3]=[CH:4][C:5]([S:8]([CH:11]([C:22]2[CH:27]=[C:26]([F:28])[CH:25]=[CH:24][C:23]=2[F:29])[C:12]2[C:13]([CH3:21])=[CH:14][C:15]([C:18]([N:32]([CH3:33])[CH3:31])=[O:19])=[N:16][CH:17]=2)(=[O:9])=[O:10])=[CH:6][CH:7]=1. The catalyst class is: 2. (7) Reactant: [Br:1][C:2]1[CH:9]=[CH:8][C:5]([CH:6]=[O:7])=[C:4](F)[CH:3]=1.[NH:11]1[CH2:16][CH2:15][CH2:14][CH2:13]C1.CC(N(C)C)=O. Product: [Br:1][C:2]1[CH:9]=[CH:8][C:5]([CH:6]=[O:7])=[C:4]([N:11]2[CH2:13][CH2:14][CH2:15][CH2:16]2)[CH:3]=1. The catalyst class is: 25. (8) Reactant: [NH2:1][C:2]1[C:7]([OH:8])=[C:6]([Cl:9])[CH:5]=[C:4]([F:10])[C:3]=1[N:11]1[C:15](=[O:16])[N:14]([CH2:17][CH2:18][CH2:19][F:20])[N:13]=[N:12]1.[CH2:21](Br)[C:22]#[CH:23].C(=O)([O-])[O-].[K+].[K+]. Product: [NH2:1][C:2]1[C:7]([O:8][CH2:23][C:22]#[CH:21])=[C:6]([Cl:9])[CH:5]=[C:4]([F:10])[C:3]=1[N:11]1[C:15](=[O:16])[N:14]([CH2:17][CH2:18][CH2:19][F:20])[N:13]=[N:12]1. The catalyst class is: 10. (9) Reactant: C([O:4][CH2:5][C:6]1[CH:7]=[C:8]2[CH:14]=[CH:13][O:12][C:9]2=[CH:10][N:11]=1)(=O)C.C([O-])(O)=O.[Na+].[Br:20]Br.C([O-])([O-])=O.[K+].[K+]. Product: [Br:20][C:14]1[C:8]2[C:9](=[CH:10][N:11]=[C:6]([CH2:5][OH:4])[CH:7]=2)[O:12][CH:13]=1. The catalyst class is: 2.